From a dataset of Reaction yield outcomes from USPTO patents with 853,638 reactions. Predict the reaction yield, written as a fraction of the theoretical maximum amount of product (1.0 means a 100% yield; for example, 0.34 means a 34% yield). (1) The reactants are [CH2:1]([Zn]CC)C.FC(F)(F)C(O)=O.ICI.[CH3:16][O:17][C:18]([CH:20]1[CH2:24][C:23](=[CH2:25])[CH2:22][N:21]1[C:26]([O:28][CH2:29][C:30]1[CH:35]=[CH:34][CH:33]=[CH:32][CH:31]=1)=[O:27])=[O:19].C[N+]1([O-])CCOCC1. The catalyst is ClCCl.C1COCC1.O.CC(C)=O.[Os](=O)(=O)(=O)=O. The product is [CH3:16][O:17][C:18]([CH:20]1[CH2:24][C:23]2([CH2:1][CH2:25]2)[CH2:22][N:21]1[C:26]([O:28][CH2:29][C:30]1[CH:31]=[CH:32][CH:33]=[CH:34][CH:35]=1)=[O:27])=[O:19]. The yield is 0.650. (2) The reactants are [C:1]1(C2C=CC=CC=2)[CH:6]=[CH:5][C:4]([CH2:7][C:8]([NH:10][CH2:11][CH2:12][C:13]2[CH:18]=[CH:17][C:16]([O:19][CH2:20][C:21]3[CH:26]=[CH:25][CH:24]=[CH:23][CH:22]=3)=[C:15]([O:27][CH2:28]C3C=CC=CC=3)[CH:14]=2)=O)=[CH:3][CH:2]=1.O=P(Cl)(Cl)[Cl:43].[BH4-].[Na+]. The catalyst is C(#N)C.Cl. The product is [ClH:43].[CH2:28]([O:27][C:15]1[CH:14]=[C:13]2[C:18](=[CH:17][C:16]=1[O:19][CH2:20][C:21]1[CH:26]=[CH:25][CH:24]=[CH:23][CH:22]=1)[CH:8]([CH2:7][C:4]1[CH:5]=[CH:6][C:1]([C:13]3[CH:18]=[CH:17][CH:16]=[CH:15][CH:14]=3)=[CH:2][CH:3]=1)[NH:10][CH2:11][CH2:12]2)[C:1]1[CH:6]=[CH:5][CH:4]=[CH:3][CH:2]=1. The yield is 0.820. (3) The reactants are [Br:1][C:2]1[CH:3]=[C:4]2[C:10]([C:11]3[CH:16]=[CH:15][CH:14]=[CH:13][C:12]=3[O:17][CH3:18])=[N:9][N:8](COCC[Si](C)(C)C)[C:5]2=[N:6][CH:7]=1.[F-].C([N+](CCCC)(CCCC)CCCC)CCC.C(O)(=O)C. The catalyst is C1COCC1.CO. The product is [Br:1][C:2]1[CH:3]=[C:4]2[C:10]([C:11]3[CH:16]=[CH:15][CH:14]=[CH:13][C:12]=3[O:17][CH3:18])=[N:9][NH:8][C:5]2=[N:6][CH:7]=1. The yield is 0.970. (4) The reactants are [N:1]1([C:6]2[CH:7]=[N:8][CH:9]=[CH:10][CH:11]=2)[CH:5]=[CH:4][CH:3]=[N:2]1.[I:12](O)(=O)=O.II.S(=O)(=O)(O)O. The catalyst is C(O)(=O)C. The product is [I:12][C:4]1[CH:3]=[N:2][N:1]([C:6]2[CH:7]=[N:8][CH:9]=[CH:10][CH:11]=2)[CH:5]=1. The yield is 0.621. (5) The reactants are [NH2:1][C:2]1[CH:7]=[CH:6][CH:5]=[CH:4][CH:3]=1.[H-].[Na+].Cl[C:11]1[CH:20]=[N:19][C:18]2[C:13](=[C:14]([Cl:21])[CH:15]=[CH:16][CH:17]=2)[N:12]=1. The catalyst is C1COCC1. The product is [Cl:21][C:14]1[CH:15]=[CH:16][CH:17]=[C:18]2[C:13]=1[N:12]=[C:11]([NH:1][C:2]1[CH:7]=[CH:6][CH:5]=[CH:4][CH:3]=1)[CH:20]=[N:19]2. The yield is 0.430. (6) The reactants are [Cl:1][C:2]1[N:7]=[C:6]([CH2:8]O)[CH:5]=[CH:4][CH:3]=1.S(Cl)([Cl:12])=O.C(=O)([O-])O.[Na+]. The catalyst is C1(C)C=CC=CC=1. The product is [Cl:1][C:2]1[CH:3]=[CH:4][CH:5]=[C:6]([CH2:8][Cl:12])[N:7]=1. The yield is 0.730.